Dataset: Catalyst prediction with 721,799 reactions and 888 catalyst types from USPTO. Task: Predict which catalyst facilitates the given reaction. (1) Reactant: [Cl:1][C:2]1[C:3]([NH:15][C:16]([C:18]2[C:26]3[C:21](=[CH:22][CH:23]=[CH:24][CH:25]=3)[NH:20][N:19]=2)=[O:17])=[CH:4][C:5]([F:14])=[C:6]([CH2:8][C:9]([O:11]CC)=[O:10])[CH:7]=1.[OH-].[Na+]. Product: [Cl:1][C:2]1[C:3]([NH:15][C:16]([C:18]2[C:26]3[C:21](=[CH:22][CH:23]=[CH:24][CH:25]=3)[NH:20][N:19]=2)=[O:17])=[CH:4][C:5]([F:14])=[C:6]([CH2:8][C:9]([OH:11])=[O:10])[CH:7]=1. The catalyst class is: 240. (2) Reactant: [F:1][C:2]1[C:3]2[N:4]([N:21]=[C:22]([C:28]3[CH:33]=[CH:32][C:31]([F:34])=[CH:30][CH:29]=3)[C:23]=2[C:24](=[O:27])[NH:25][CH3:26])[CH:5]=[CH:6][C:7]=1[C:8]1[C:9]([CH3:20])=[N:10][C:11]([O:18][CH3:19])=[C:12]([CH:17]=1)[C:13]([O:15]C)=[O:14].[OH-].[Na+].Cl. Product: [F:1][C:2]1[C:3]2[N:4]([N:21]=[C:22]([C:28]3[CH:29]=[CH:30][C:31]([F:34])=[CH:32][CH:33]=3)[C:23]=2[C:24](=[O:27])[NH:25][CH3:26])[CH:5]=[CH:6][C:7]=1[C:8]1[C:9]([CH3:20])=[N:10][C:11]([O:18][CH3:19])=[C:12]([CH:17]=1)[C:13]([OH:15])=[O:14]. The catalyst class is: 12. (3) Reactant: [F:1][C:2]1[CH:3]=[C:4]([CH2:10][CH2:11][C:12]([O:14]CC)=[O:13])[CH:5]=[CH:6][C:7]=1[O:8][CH3:9].[OH-].[Na+]. Product: [F:1][C:2]1[CH:3]=[C:4]([CH2:10][CH2:11][C:12]([OH:14])=[O:13])[CH:5]=[CH:6][C:7]=1[O:8][CH3:9]. The catalyst class is: 5. (4) Reactant: [Br:1][C:2]1[CH:3]=[C:4]2[C:9](=[C:10]([P:12](=[O:19])([O:16][CH2:17][CH3:18])[O:13][CH2:14][CH3:15])[CH:11]=1)[N:8]=[C:7]([CH:20]=[O:21])[CH:6]=[CH:5]2.[CH2:22]([Mg]Br)[CH:23]([CH3:25])[CH3:24].C1COCC1. Product: [Br:1][C:2]1[CH:3]=[C:4]2[C:9](=[C:10]([P:12](=[O:19])([O:16][CH2:17][CH3:18])[O:13][CH2:14][CH3:15])[CH:11]=1)[N:8]=[C:7]([CH:20]([OH:21])[CH2:22][CH:23]([CH3:25])[CH3:24])[CH:6]=[CH:5]2. The catalyst class is: 11. (5) Reactant: [N:1]1([CH:7]2[CH2:10][C:9]([CH2:33][C:34]#[N:35])([N:11]3[CH:15]=[C:14]([C:16]4[C:17]5[CH:24]=[CH:23][N:22]([CH2:25][O:26][CH2:27][CH2:28][Si:29]([CH3:32])([CH3:31])[CH3:30])[C:18]=5[N:19]=[CH:20][N:21]=4)[CH:13]=[N:12]3)[CH2:8]2)[CH2:6][CH2:5][NH:4][CH2:3][CH2:2]1.C(Cl)Cl.[F:39][C:40]([F:50])([F:49])[CH:41]([N:46]=[C:47]=[O:48])[C:42]([F:45])([F:44])[F:43].C1(C)C=CC=C(C)C=1.C(N(CC)C(C)C)(C)C. Product: [C:34]([CH2:33][C:9]1([N:11]2[CH:15]=[C:14]([C:16]3[C:17]4[CH:24]=[CH:23][N:22]([CH2:25][O:26][CH2:27][CH2:28][Si:29]([CH3:31])([CH3:30])[CH3:32])[C:18]=4[N:19]=[CH:20][N:21]=3)[CH:13]=[N:12]2)[CH2:8][CH:7]([N:1]2[CH2:2][CH2:3][N:4]([C:47]([NH:46][CH:41]([C:40]([F:39])([F:50])[F:49])[C:42]([F:44])([F:43])[F:45])=[O:48])[CH2:5][CH2:6]2)[CH2:10]1)#[N:35]. The catalyst class is: 13. (6) The catalyst class is: 51. Reactant: [Cl:1][C:2]1[N:7]=[C:6]([N:8]2[CH2:13][CH2:12][O:11][CH2:10][CH2:9]2)[C:5]([F:14])=[C:4](Cl)[N:3]=1.Cl.[F:17][C:18]1[CH:19]=[CH:20][C:21]([C@@H:24]([NH2:26])[CH3:25])=[N:22][CH:23]=1.CCN(C(C)C)C(C)C. Product: [Cl:1][C:2]1[N:3]=[C:4]([NH:26][C@H:24]([C:21]2[CH:20]=[CH:19][C:18]([F:17])=[CH:23][N:22]=2)[CH3:25])[C:5]([F:14])=[C:6]([N:8]2[CH2:13][CH2:12][O:11][CH2:10][CH2:9]2)[N:7]=1. (7) Reactant: I[C:2]1[N:3]=[CH:4][N:5]([C:7]([C:20]2[CH:25]=[CH:24][CH:23]=[CH:22][CH:21]=2)([C:14]2[CH:19]=[CH:18][CH:17]=[CH:16][CH:15]=2)[C:8]2[CH:13]=[CH:12][CH:11]=[CH:10][CH:9]=2)[CH:6]=1.C([Mg]Br)C.[N:30]1[CH:35]=[CH:34][C:33]([CH:36]=[O:37])=[CH:32][CH:31]=1. Product: [N:30]1[CH:35]=[CH:34][C:33]([CH:36]([C:2]2[N:3]=[CH:4][N:5]([C:7]([C:8]3[CH:9]=[CH:10][CH:11]=[CH:12][CH:13]=3)([C:20]3[CH:21]=[CH:22][CH:23]=[CH:24][CH:25]=3)[C:14]3[CH:19]=[CH:18][CH:17]=[CH:16][CH:15]=3)[CH:6]=2)[OH:37])=[CH:32][CH:31]=1. The catalyst class is: 4.